This data is from Full USPTO retrosynthesis dataset with 1.9M reactions from patents (1976-2016). The task is: Predict the reactants needed to synthesize the given product. (1) Given the product [Br:3][C:4]1[CH:5]=[CH:6][C:7]([N:12]2[CH2:17][CH2:16][CH2:15][CH2:14][CH:13]2[CH3:18])=[C:8]([CH2:9][OH:10])[CH:11]=1, predict the reactants needed to synthesize it. The reactants are: [BH4-].[Na+].[Br:3][C:4]1[CH:5]=[CH:6][C:7]([N:12]2[CH2:17][CH2:16][CH2:15][CH2:14][CH:13]2[CH3:18])=[C:8]([CH:11]=1)[CH:9]=[O:10]. (2) Given the product [CH2:1]([O:8][CH2:9][CH2:10][C:11]1([CH2:12][CH:13]2[CH:22]([S:23]([C:26]3[CH:27]=[CH:28][C:29]([Cl:32])=[CH:30][CH:31]=3)(=[O:25])=[O:24])[C:21]3[C:16](=[C:17]([F:34])[CH:18]=[CH:19][C:20]=3[F:33])[O:15][CH2:14]2)[O:38][CH2:37][CH2:36][O:35]1)[C:2]1[CH:3]=[CH:4][CH:5]=[CH:6][CH:7]=1, predict the reactants needed to synthesize it. The reactants are: [CH2:1]([O:8][CH2:9][CH2:10][C:11](=[O:35])[CH2:12][CH:13]1[CH:22]([S:23]([C:26]2[CH:31]=[CH:30][C:29]([Cl:32])=[CH:28][CH:27]=2)(=[O:25])=[O:24])[C:21]2[C:16](=[C:17]([F:34])[CH:18]=[CH:19][C:20]=2[F:33])[O:15][CH2:14]1)[C:2]1[CH:7]=[CH:6][CH:5]=[CH:4][CH:3]=1.[CH2:36](O)[CH2:37][OH:38].C1(C)C(S(O)(=O)=O)=CC=CC=1.O. (3) Given the product [CH:18]1[C:27]2[C:22](=[CH:23][CH:24]=[CH:25][CH:26]=2)[CH:21]=[CH:20][C:19]=1[C:28]1[C:29]2[C:34](=[CH:33][CH:32]=[CH:31][CH:30]=2)[C:35]([C:2]2[CH:7]=[CH:6][C:5]([N:8]3[C:12]4[CH:13]=[CH:14][CH:15]=[CH:16][C:11]=4[N:10]=[C:9]3[CH3:17])=[CH:4][CH:3]=2)=[C:36]2[C:41]=1[CH:40]=[CH:39][CH:38]=[CH:37]2, predict the reactants needed to synthesize it. The reactants are: Br[C:2]1[CH:7]=[CH:6][C:5]([N:8]2[C:12]3[CH:13]=[CH:14][CH:15]=[CH:16][C:11]=3[N:10]=[C:9]2[CH3:17])=[CH:4][CH:3]=1.[CH:18]1[C:27]2[C:22](=[CH:23][CH:24]=[CH:25][CH:26]=2)[CH:21]=[CH:20][C:19]=1[C:28]1[C:41]2[C:36](=[CH:37][CH:38]=[CH:39][CH:40]=2)[C:35](B(O)O)=[C:34]2[C:29]=1[CH:30]=[CH:31][CH:32]=[CH:33]2.COCCOC.C(=O)([O-])[O-].[Na+].[Na+]. (4) Given the product [CH2:1]([N:8]1[CH2:26][CH2:25][C:11]2([N:15]([C:16]3[CH:21]=[CH:20][CH:19]=[C:18]([F:22])[CH:17]=3)[C:14](=[O:23])[CH:13]=[C:12]2[NH:44][C:43]2[CH:45]=[CH:46][C:40]([F:39])=[CH:41][CH:42]=2)[CH2:10][CH2:9]1)[C:2]1[CH:3]=[CH:4][CH:5]=[CH:6][CH:7]=1, predict the reactants needed to synthesize it. The reactants are: [CH2:1]([N:8]1[CH2:26][CH2:25][C:11]2([N:15]([C:16]3[CH:21]=[CH:20][CH:19]=[C:18]([F:22])[CH:17]=3)[C:14](=[O:23])[CH2:13][C:12]2=O)[CH2:10][CH2:9]1)[C:2]1[CH:7]=[CH:6][CH:5]=[CH:4][CH:3]=1.O.C1(C)C=CC(S(O)(=O)=O)=CC=1.[F:39][C:40]1[CH:46]=[CH:45][C:43]([NH2:44])=[CH:42][CH:41]=1. (5) Given the product [Br:1][CH2:2][CH2:3][CH2:4][CH2:5][CH2:6][O:7][Si:17]([C:13]([CH3:16])([CH3:15])[CH3:14])([CH3:20])[CH3:19], predict the reactants needed to synthesize it. The reactants are: [Br:1][CH2:2][CH2:3][CH2:4][CH2:5][CH2:6][OH:7].N1C=CN=C1.[C:13]([Si:17]([CH3:20])([CH3:19])Cl)([CH3:16])([CH3:15])[CH3:14].O. (6) Given the product [OH:8][C:9]1[CH:10]=[C:11]([N:15]2[C:21](=[O:22])[CH2:20][C:19](=[O:23])[NH:18][C:17]3[C:24]4[CH2:25][CH2:26][CH2:27][CH2:28][C:29]=4[CH:30]=[CH:31][C:16]2=3)[CH:12]=[CH:13][CH:14]=1, predict the reactants needed to synthesize it. The reactants are: C([O:8][C:9]1[CH:10]=[C:11]([N:15]2[C:21](=[O:22])[CH2:20][C:19](=[O:23])[NH:18][C:17]3[C:24]4[CH2:25][CH2:26][CH2:27][CH2:28][C:29]=4[CH:30]=[CH:31][C:16]2=3)[CH:12]=[CH:13][CH:14]=1)C1C=CC=CC=1. (7) Given the product [OH:33][C:34]1[CH:41]=[C:40]([O:42][CH2:43][CH2:44][CH2:45][CH2:46][CH:47]([CH2:49][CH3:50])[CH3:48])[C:39]([CH2:51][CH3:52])=[CH:38][C:35]=1[CH:36]=[CH:13][C:11]([OH:12])=[O:10], predict the reactants needed to synthesize it. The reactants are: C(=O)([O-])[O-].[K+].[K+].[Br-].C([O:10][C:11]([CH2:13][P+](C1C=CC=CC=1)(C1C=CC=CC=1)C1C=CC=CC=1)=[O:12])C.[OH:33][C:34]1[CH:41]=[C:40]([O:42][CH2:43][CH2:44][CH2:45][CH2:46][CH:47]([CH2:49][CH3:50])[CH3:48])[C:39]([CH2:51][CH3:52])=[CH:38][C:35]=1[CH:36]=O. (8) Given the product [CH3:4][C@@:3]12[CH2:2][CH2:1][CH2:17][N:16]1[C@@H:15]([C:14]([Cl:25])([Cl:24])[Cl:13])[O:22][C:21]2=[O:23], predict the reactants needed to synthesize it. The reactants are: [CH2:1]([Li])[CH2:2][CH2:3][CH3:4].C(NC(C)C)(C)C.[Cl:13][C:14]([Cl:25])([Cl:24])[C@H:15]1[O:22][C:21](=[O:23])[C@H]2[N:16]1[CH2:17]CC2.IC. (9) Given the product [C:35]([C:39]1[N:43]=[C:42]([C:17]([NH:16][CH2:15][C:12]2[CH:13]=[CH:14][C:9]([C:6]3[CH:5]=[CH:4][N:3]=[C:2]4[NH:1][C:33]([C:29]5[CH:28]=[C:27]([O:26][CH3:25])[CH:32]=[CH:31][N:30]=5)=[N:8][C:7]=34)=[CH:10][C:11]=2[F:24])=[O:23])[O:41][N:40]=1)([CH3:38])([CH3:37])[CH3:36], predict the reactants needed to synthesize it. The reactants are: [NH2:1][C:2]1[C:7]([NH2:8])=[C:6]([C:9]2[CH:14]=[CH:13][C:12]([CH2:15][NH:16][C:17](=[O:23])OC(C)(C)C)=[C:11]([F:24])[CH:10]=2)[CH:5]=[CH:4][N:3]=1.[CH3:25][O:26][C:27]1[CH:32]=[CH:31][N:30]=[C:29]([CH:33]=O)[CH:28]=1.[C:35]([C:39]1[N:43]=[C:42](C(OC)=O)[O:41][N:40]=1)([CH3:38])([CH3:37])[CH3:36].